Dataset: Full USPTO retrosynthesis dataset with 1.9M reactions from patents (1976-2016). Task: Predict the reactants needed to synthesize the given product. (1) The reactants are: [CH3:1][N:2]([CH:4]=[C:5]([C:11](=O)[CH3:12])[C:6]([O:8][CH2:9][CH3:10])=[O:7])C.C(O)(=O)C.C(N)=[NH:19].CC[O-].[Na+]. Given the product [CH3:12][C:11]1[C:5]([C:6]([O:8][CH2:9][CH3:10])=[O:7])=[CH:4][N:2]=[CH:1][N:19]=1, predict the reactants needed to synthesize it. (2) The reactants are: C(OC(=O)[NH:7][C:8]1[O:9][CH2:10][C:11]([F:33])([F:32])[C@:12]([C@H:15]2[CH2:17][C@@H:16]2[C:18](=[O:31])[NH:19][C:20]2[CH:21]=[CH:22][CH:23]=[C:24]3[C:29]=2[N:28]=[CH:27][C:26]([Cl:30])=[CH:25]3)([CH3:14])[N:13]=1)(C)(C)C.FC(F)(F)C(O)=O. Given the product [Cl:30][C:26]1[CH:27]=[N:28][C:29]2[C:24]([CH:25]=1)=[CH:23][CH:22]=[CH:21][C:20]=2[NH:19][C:18]([C@H:16]1[CH2:17][C@@H:15]1[C@:12]1([CH3:14])[C:11]([F:32])([F:33])[CH2:10][O:9][C:8]([NH2:7])=[N:13]1)=[O:31], predict the reactants needed to synthesize it. (3) Given the product [F:10][C:5]1[CH:4]=[C:3]([CH:8]=[C:7]([F:9])[CH:6]=1)[CH2:2][C@@H:14]1[CH2:13][CH2:12][CH2:11][C@H:15]1[OH:16], predict the reactants needed to synthesize it. The reactants are: Br[CH2:2][C:3]1[CH:8]=[C:7]([F:9])[CH:6]=[C:5]([F:10])[CH:4]=1.[CH:11]12[O:16][CH:15]1[CH2:14][CH2:13][CH2:12]2. (4) Given the product [CH3:26][C:23]1[N:22]([CH:27]([CH3:29])[CH3:28])[C:21]([C:19]2[CH:18]=[CH:17][N:16]=[C:15]([NH:14][CH:11]3[CH2:12][CH2:13][N:8]([S:5]([CH2:4][CH2:3][CH2:2][N:32]4[CH2:36][CH2:35][CH2:34][CH2:33]4)(=[O:7])=[O:6])[CH2:9][CH2:10]3)[N:20]=2)=[CH:25][N:24]=1, predict the reactants needed to synthesize it. The reactants are: Cl[CH2:2][CH2:3][CH2:4][S:5]([N:8]1[CH2:13][CH2:12][CH:11]([NH:14][C:15]2[N:20]=[C:19]([C:21]3[N:22]([CH:27]([CH3:29])[CH3:28])[C:23]([CH3:26])=[N:24][CH:25]=3)[CH:18]=[CH:17][N:16]=2)[CH2:10][CH2:9]1)(=[O:7])=[O:6].[I-].[Na+].[NH:32]1[CH2:36][CH2:35][CH2:34][CH2:33]1.